The task is: Predict the product of the given reaction.. This data is from Forward reaction prediction with 1.9M reactions from USPTO patents (1976-2016). Given the reactants Br[CH2:2][CH2:3][C:4]1[C:12]2[C:7](=[CH:8][CH:9]=[CH:10][CH:11]=2)[NH:6][CH:5]=1.[NH:13]1[CH:17]=[CH:16][N:15]=[CH:14]1, predict the reaction product. The product is: [N:13]1([CH2:2][CH2:3][C:4]2[C:12]3[C:7](=[CH:8][CH:9]=[CH:10][CH:11]=3)[NH:6][CH:5]=2)[CH:17]=[CH:16][N:15]=[CH:14]1.